From a dataset of Forward reaction prediction with 1.9M reactions from USPTO patents (1976-2016). Predict the product of the given reaction. (1) Given the reactants [CH2:1]([O:3][C:4]([C:6]1[NH:7][C:8]2[C:13]([CH:14]=1)=[CH:12][C:11]([F:15])=[C:10]([Cl:16])[CH:9]=2)=[O:5])[CH3:2].[C:17]([O:21][C:22]([N:24]1[CH2:28][C@H:27]([CH3:29])OS1(=O)=O)=[O:23])([CH3:20])([CH3:19])[CH3:18], predict the reaction product. The product is: [CH2:1]([O:3][C:4]([C:6]1[N:7]([C@H:27]([CH3:29])[CH2:28][NH:24][C:22]([O:21][C:17]([CH3:20])([CH3:19])[CH3:18])=[O:23])[C:8]2[C:13]([CH:14]=1)=[CH:12][C:11]([F:15])=[C:10]([Cl:16])[CH:9]=2)=[O:5])[CH3:2]. (2) Given the reactants [C:1]([C:3]1[C:4]([F:21])=[C:5]([NH:9][C:10](=[O:20])[C:11]2[CH:16]=[CH:15][C:14]([N:17]([CH3:19])[CH3:18])=[CH:13][CH:12]=2)[CH:6]=[CH:7][CH:8]=1)#N.CC(C[AlH]CC(C)C)C.[O:31]1CCCC1, predict the reaction product. The product is: [CH3:18][N:17]([CH3:19])[C:14]1[CH:15]=[CH:16][C:11]([C:10]([NH:9][C:5]2[CH:6]=[CH:7][CH:8]=[C:3]([CH:1]=[O:31])[C:4]=2[F:21])=[O:20])=[CH:12][CH:13]=1. (3) Given the reactants [O:1]=[C:2]1[C:11]([CH:12]2[CH2:17][CH2:16][N:15]([C:18]([O:20][C@@H:21]([C:39]([OH:41])=[O:40])[CH2:22][C:23]3[CH:28]=[C:27]([CH3:29])[C:26]([O:30]CC4C=CC=CC=4)=[C:25]([CH3:38])[CH:24]=3)=[O:19])[CH2:14][CH2:13]2)=[CH:10][C:9]2[C:4](=[CH:5][CH:6]=[CH:7][CH:8]=2)[NH:3]1.[H][H], predict the reaction product. The product is: [O:1]=[C:2]1[C:11]([CH:12]2[CH2:17][CH2:16][N:15]([C:18]([O:20][C@@H:21]([C:39]([OH:41])=[O:40])[CH2:22][C:23]3[CH:28]=[C:27]([CH3:29])[C:26]([OH:30])=[C:25]([CH3:38])[CH:24]=3)=[O:19])[CH2:14][CH2:13]2)=[CH:10][C:9]2[C:4](=[CH:5][CH:6]=[CH:7][CH:8]=2)[NH:3]1. (4) Given the reactants [CH3:1][C:2]([CH3:20])([CH3:19])[CH2:3][CH2:4][NH:5][CH:6]1[CH2:11][CH2:10][N:9](C([O:14][C:15]([CH3:18])(C)C)=O)[CH2:8][CH2:7]1.[F:21][C:22]1[CH:23]=[CH:24][C:25]([C:30]([F:33])([F:32])[F:31])=[C:26]([CH:29]=1)[CH:27]=[O:28].CO.[C:36]([O:39]CC)(=[O:38])[CH3:37], predict the reaction product. The product is: [C:15]([OH:14])(=[O:28])/[CH:18]=[CH:37]/[C:36]([OH:39])=[O:38].[CH3:20][C:2]([CH3:1])([CH3:19])[CH2:3][CH2:4][N:5]([CH2:27][C:26]1[CH:29]=[C:22]([F:21])[CH:23]=[CH:24][C:25]=1[C:30]([F:32])([F:31])[F:33])[CH:6]1[CH2:7][CH2:8][NH:9][CH2:10][CH2:11]1. (5) Given the reactants [CH3:1][Si]([N-][Si](C)(C)C)(C)C.[Na+].CC[CH2:13][CH2:14][CH2:15][CH3:16].C([C@H]1C[O:22][C:21]([CH3:25])([CH3:24])[N:20]1[C:26]([O-:28])=[O:27])=O.O1[CH2:33][CH2:32][CH2:31]C1, predict the reaction product. The product is: [CH:15]([C@H:14]1[CH2:13][O:22][C:21]([CH3:24])([CH3:25])[N:20]1[C:26]([O:28][C:32]([CH3:31])([CH3:33])[CH3:1])=[O:27])=[CH2:16].